This data is from NCI-60 drug combinations with 297,098 pairs across 59 cell lines. The task is: Regression. Given two drug SMILES strings and cell line genomic features, predict the synergy score measuring deviation from expected non-interaction effect. (1) Synergy scores: CSS=12.4, Synergy_ZIP=-12.2, Synergy_Bliss=-10.5, Synergy_Loewe=-15.1, Synergy_HSA=-8.55. Drug 1: C1=CC(=CC=C1CCC2=CNC3=C2C(=O)NC(=N3)N)C(=O)NC(CCC(=O)O)C(=O)O. Drug 2: C1=CC=C(C=C1)NC(=O)CCCCCCC(=O)NO. Cell line: SN12C. (2) Drug 1: CC1=C2C(C(=O)C3(C(CC4C(C3C(C(C2(C)C)(CC1OC(=O)C(C(C5=CC=CC=C5)NC(=O)OC(C)(C)C)O)O)OC(=O)C6=CC=CC=C6)(CO4)OC(=O)C)OC)C)OC. Drug 2: COC1=C(C=C2C(=C1)N=CN=C2NC3=CC(=C(C=C3)F)Cl)OCCCN4CCOCC4. Cell line: MALME-3M. Synergy scores: CSS=60.3, Synergy_ZIP=8.59, Synergy_Bliss=9.73, Synergy_Loewe=11.8, Synergy_HSA=13.0.